Dataset: Reaction yield outcomes from USPTO patents with 853,638 reactions. Task: Predict the reaction yield, written as a fraction of the theoretical maximum amount of product (1.0 means a 100% yield; for example, 0.34 means a 34% yield). (1) The reactants are [I:1][C:2]1[C:10]2[C:5](=[CH:6][CH:7]=[C:8]([C:11]([OH:13])=O)[CH:9]=2)[N:4]([S:14]([C:17]2[CH:23]=[CH:22][C:20]([CH3:21])=[CH:19][CH:18]=2)(=[O:16])=[O:15])[CH:3]=1.[F:24][C:25]([F:33])([F:32])[CH2:26][NH:27][C:28]([NH:30][NH2:31])=S.Cl.C(N=C=NCCCN(C)C)C.O. The catalyst is CN(C=O)C. The product is [I:1][C:2]1[C:10]2[C:5](=[CH:6][CH:7]=[C:8]([C:11]3[O:13][C:28]([NH:27][CH2:26][C:25]([F:33])([F:32])[F:24])=[N:30][N:31]=3)[CH:9]=2)[N:4]([S:14]([C:17]2[CH:18]=[CH:19][C:20]([CH3:21])=[CH:22][CH:23]=2)(=[O:15])=[O:16])[CH:3]=1. The yield is 0.0708. (2) The product is [C:15]1([C:14]2[N:12]([NH2:13])[C:7]3([CH2:11][CH2:10][CH2:9][CH2:8]3)[O:22][N:21]=2)[CH:20]=[CH:19][CH:18]=[CH:17][CH:16]=1. The reactants are C([O-])([O-])=O.[K+].[K+].[C:7]1(=[N:12][NH2:13])[CH2:11][CH2:10][CH2:9][CH2:8]1.[C:14](Cl)(=[N:21][OH:22])[C:15]1[CH:20]=[CH:19][CH:18]=[CH:17][CH:16]=1. The catalyst is O.C(Cl)Cl. The yield is 0.500.